From a dataset of Reaction yield outcomes from USPTO patents with 853,638 reactions. Predict the reaction yield, written as a fraction of the theoretical maximum amount of product (1.0 means a 100% yield; for example, 0.34 means a 34% yield). (1) The reactants are [Br:1][C:2]1[CH:3]=[C:4]([CH:7]=[C:8]([O:12][CH3:13])[C:9]=1[O:10][CH3:11])[CH:5]=O.[C:14](#[N:18])[CH2:15][C:16]#[N:17].CN(C)C(C)C.[NH2:25][C:26]1[C:31]([NH2:32])=[CH:30][CH:29]=[CH:28][C:27]=1[OH:33]. The catalyst is C(O)C. The product is [NH2:17][C:16]1[O:33][C:27]2[C:28]([CH:5]([C:4]3[CH:7]=[C:8]([O:12][CH3:13])[C:9]([O:10][CH3:11])=[C:2]([Br:1])[CH:3]=3)[C:15]=1[C:14]#[N:18])=[CH:29][CH:30]=[C:31]([NH2:32])[C:26]=2[NH2:25]. The yield is 0.820. (2) The reactants are [CH2:1]([C:3]1[C:8](=[O:9])[NH:7][C:6]([CH3:10])=[C:5]([C:11]2[S:15][C:14]([S:16](Cl)(=[O:18])=[O:17])=[CH:13][CH:12]=2)[CH:4]=1)[CH3:2].[F:20][C:21]1([F:29])[CH2:25][CH2:24][N:23]([CH2:26][CH2:27][NH2:28])[CH2:22]1. No catalyst specified. The product is [F:20][C:21]1([F:29])[CH2:25][CH2:24][N:23]([CH2:26][CH2:27][NH:28][S:16]([C:14]2[S:15][C:11]([C:5]3[CH:4]=[C:3]([CH2:1][CH3:2])[C:8](=[O:9])[NH:7][C:6]=3[CH3:10])=[CH:12][CH:13]=2)(=[O:18])=[O:17])[CH2:22]1. The yield is 0.430. (3) The reactants are [Cl:1][C:2]1[CH:3]=[C:4]([CH:8]=[CH:9][C:10]=1[OH:11])[C:5](O)=[O:6].C1CC[CH:15]([N:18]=[C:19]=NC2CCCCC2)CC1.C1C=CC2N(O)N=NC=2C=1.CNC. The catalyst is CN(C=O)C. The product is [Cl:1][C:2]1[CH:3]=[C:4]([CH:8]=[CH:9][C:10]=1[OH:11])[C:5]([N:18]([CH3:19])[CH3:15])=[O:6]. The yield is 0.875. (4) The reactants are [H-].[Na+].[F:3][C:4]([F:18])([F:17])[C:5]1[CH:10]=[CH:9][CH:8]=[CH:7][C:6]=1[CH:11]([OH:16])[C:12]([F:15])([F:14])[F:13].[NH2:19][C:20]1[N:25]=[C:24](Cl)[CH:23]=[C:22]([Cl:27])[N:21]=1.O. The catalyst is C1COCC1.C(OCC)(=O)C. The product is [Cl:27][C:22]1[CH:23]=[C:24]([O:16][CH:11]([C:6]2[CH:7]=[CH:8][CH:9]=[CH:10][C:5]=2[C:4]([F:17])([F:18])[F:3])[C:12]([F:13])([F:14])[F:15])[N:25]=[C:20]([NH2:19])[N:21]=1. The yield is 0.710. (5) The reactants are Cl[C:2]1[CH:16]=[CH:15][C:5]2[C:6](=[O:14])[NH:7][C:8]3[C:13]([C:4]=2[CH:3]=1)=[CH:12][CH:11]=[CH:10][N:9]=3.FC(F)(F)[C:19]1[CH:26]=[CH:25][CH:24]=[CH:23][C:20]=1[CH2:21][NH2:22].[CH:29]1(P(C2CCCCC2)C2C=CC=CC=2C2C(C(C)C)=CC(C(C)C)=CC=2C(C)C)CCCCC1.CC(C)([O-])C.[Na+]. The catalyst is O1CCOCC1.C([O-])(=O)C.[Pd+2].C([O-])(=O)C. The product is [CH3:29][C:24]1[CH:23]=[C:20]([CH:19]=[CH:26][CH:25]=1)[CH2:21][NH:22][C:2]1[CH:16]=[CH:15][C:5]2[C:6](=[O:14])[NH:7][C:8]3[C:13]([C:4]=2[CH:3]=1)=[CH:12][CH:11]=[CH:10][N:9]=3. The yield is 0.250. (6) The product is [C:1](=[O:14])([OH:3])[OH:2].[NH2:4][C@H:5]([C:13]([OH:15])=[O:14])[CH2:6][CH2:7][CH2:8][NH:9][C:10](=[NH:11])[NH2:12]. The catalyst is O. The reactants are [C:1](=[O:3])=[O:2].[NH2:4][C@H:5]([C:13]([OH:15])=[O:14])[CH2:6][CH2:7][CH2:8][NH:9][C:10](=[NH:12])[NH2:11]. The yield is 0.400. (7) The reactants are [F:1][CH2:2][C:3]([C:7]1[O:11][N:10]=[C:9]([NH:12][C:13](=[O:21])OC2C=CC=CC=2)[CH:8]=1)([CH3:6])[CH2:4][F:5].[CH3:22][O:23][C:24]1[CH:25]=[C:26]2[C:31](=[CH:32][C:33]=1[O:34][CH3:35])[N:30]=[CH:29][N:28]=[C:27]2[S:36][C:37]1[CH:38]=[C:39]([CH:41]=[CH:42][CH:43]=1)[NH2:40]. The catalyst is CN(C)C1C=CN=CC=1.C1COCC1. The product is [F:5][CH2:4][C:3]([C:7]1[O:11][N:10]=[C:9]([NH:12][C:13]([NH:40][C:39]2[CH:41]=[CH:42][CH:43]=[C:37]([S:36][C:27]3[C:26]4[C:31](=[CH:32][C:33]([O:34][CH3:35])=[C:24]([O:23][CH3:22])[CH:25]=4)[N:30]=[CH:29][N:28]=3)[CH:38]=2)=[O:21])[CH:8]=1)([CH3:6])[CH2:2][F:1]. The yield is 0.310.